Dataset: Reaction yield outcomes from USPTO patents with 853,638 reactions. Task: Predict the reaction yield, written as a fraction of the theoretical maximum amount of product (1.0 means a 100% yield; for example, 0.34 means a 34% yield). (1) The reactants are [NH2:1][C:2](=O)[CH2:3][O:4][C@@H:5]([C:19]1[CH:24]=[CH:23][CH:22]=[C:21]([Cl:25])[CH:20]=1)[C@@H:6]1[CH2:11][CH2:10][CH2:9][N:8]([C:12]([O:14][C:15]([CH3:18])([CH3:17])[CH3:16])=[O:13])[CH2:7]1.COCCO[AlH2-]OCCOC.[Na+]. The catalyst is C1(C)C=CC=CC=1. The product is [NH2:1][CH2:2][CH2:3][O:4][C@@H:5]([C:19]1[CH:24]=[CH:23][CH:22]=[C:21]([Cl:25])[CH:20]=1)[C@@H:6]1[CH2:11][CH2:10][CH2:9][N:8]([C:12]([O:14][C:15]([CH3:18])([CH3:16])[CH3:17])=[O:13])[CH2:7]1. The yield is 0.890. (2) The reactants are [C:1]([O:9][C:10]1[CH:15]=[CH:14][C:13](O)=[C:12]([N+:17]([O-:19])=[O:18])[CH:11]=1)(=[O:8])[C:2]1[CH:7]=[CH:6][CH:5]=[CH:4][CH:3]=1.Br[CH2:21][C:22]([O:24][CH3:25])=[O:23].C(=O)([O-])[O-].[K+].[K+]. The catalyst is CC(C)=O. The product is [C:1]([O:9][C:10]1[CH:15]=[CH:14][C:13]([CH2:21][C:22]([O:24][CH3:25])=[O:23])=[C:12]([N+:17]([O-:19])=[O:18])[CH:11]=1)(=[O:8])[C:2]1[CH:7]=[CH:6][CH:5]=[CH:4][CH:3]=1. The yield is 0.610. (3) The reactants are [C:1]([O:5][C:6]([N:8]1[CH2:13][CH2:12][CH2:11][CH2:10][C@@H:9]1[C:14]([OH:16])=[O:15])=[O:7])([CH3:4])([CH3:3])[CH3:2].[C:17]([O-])([O-])=O.[K+].[K+]. The catalyst is CN(C=O)C.C(OCC)(=O)C. The product is [CH3:17][O:15][C:14]([C@H:9]1[CH2:10][CH2:11][CH2:12][CH2:13][N:8]1[C:6]([O:5][C:1]([CH3:4])([CH3:2])[CH3:3])=[O:7])=[O:16]. The yield is 0.990. (4) The reactants are O1CCC[CH2:2]1.[Br:6][C:7]1[CH:8]=[C:9]([CH:16]=[O:17])[C:10]2[O:14][CH2:13][O:12][C:11]=2[CH:15]=1.C[Mg]Br. The catalyst is C(OCCCC)CCC. The product is [Br:6][C:7]1[CH:8]=[C:9]([CH:16]([OH:17])[CH3:2])[C:10]2[O:14][CH2:13][O:12][C:11]=2[CH:15]=1. The yield is 0.654. (5) The product is [CH3:18][N:15]1[CH2:16][CH2:17][C:5]2[N:4]([CH2:3][CH:2]([OH:1])[CH2:23][NH:24][C:25]3[CH:30]=[CH:29][CH:28]=[C:27]([O:31][CH3:32])[CH:26]=3)[C:12]3[CH:11]=[CH:10][C:9]([CH3:13])=[CH:8][C:7]=3[C:6]=2[CH2:14]1. The yield is 0.0500. The catalyst is C1COCC1. The reactants are [OH:1][CH:2]([CH2:23][NH:24][C:25]1[CH:30]=[CH:29][CH:28]=[C:27]([O:31][CH3:32])[CH:26]=1)[CH2:3][N:4]1[C:12]2[CH:11]=[CH:10][C:9]([CH3:13])=[CH:8][C:7]=2[C:6]2[CH2:14][N:15]([C:18](OCC)=O)[CH2:16][CH2:17][C:5]1=2.[H-].[H-].[H-].[H-].[Li+].[Al+3].CO.